This data is from Peptide-MHC class I binding affinity with 185,985 pairs from IEDB/IMGT. The task is: Regression. Given a peptide amino acid sequence and an MHC pseudo amino acid sequence, predict their binding affinity value. This is MHC class I binding data. The peptide sequence is NVIEDITFL. The MHC is HLA-A02:02 with pseudo-sequence HLA-A02:02. The binding affinity (normalized) is 0.539.